This data is from Cav3 T-type calcium channel HTS with 100,875 compounds. The task is: Binary Classification. Given a drug SMILES string, predict its activity (active/inactive) in a high-throughput screening assay against a specified biological target. (1) The drug is O(c1c(Nc2ncnc3c2cccc3)cccc1)CC. The result is 0 (inactive). (2) The drug is Ic1c2NCCCC(NC(=O)C(NC(=O)C(NC(=O)c2cc([N+]([O-])=O)c1)CCC(O)=O)CO)C(=O)N. The result is 0 (inactive). (3) The compound is Clc1cc(NC(=O)CCc2n(CC=C)c(SCC(=O)Nc3c(cccc3)C)nn2)ccc1C. The result is 0 (inactive). (4) The molecule is O(c1c(N(Cc2cc3c([nH]c2=O)ccc(OC)c3)C(=O)c2cccnc2)cccc1)C. The result is 0 (inactive). (5) The molecule is Clc1ccc(N2CCN(\N=C\c3cc([N+]([O-])=O)ccc3)CC2)cc1. The result is 0 (inactive). (6) The molecule is S(c1n(N)c(nn1)c1ccc(cc1)C)CC(O)=O. The result is 0 (inactive). (7) The result is 0 (inactive). The compound is S(=O)(=O)(Nc1nc2c(nc1NCC1OCCC1)cccc2)c1sccc1.